Dataset: Peptide-MHC class I binding affinity with 185,985 pairs from IEDB/IMGT. Task: Regression. Given a peptide amino acid sequence and an MHC pseudo amino acid sequence, predict their binding affinity value. This is MHC class I binding data. The peptide sequence is YATQTVGPW. The MHC is HLA-B53:01 with pseudo-sequence HLA-B53:01. The binding affinity (normalized) is 0.692.